This data is from Forward reaction prediction with 1.9M reactions from USPTO patents (1976-2016). The task is: Predict the product of the given reaction. (1) Given the reactants [OH-].[Na+].[NH:3]1[CH:7]=[C:6]([C:8]2[CH:9]=[C:10]([CH2:14][C:15]([O:17]CC)=[O:16])[CH:11]=[CH:12][CH:13]=2)[CH:5]=[N:4]1, predict the reaction product. The product is: [NH:3]1[CH:7]=[C:6]([C:8]2[CH:9]=[C:10]([CH2:14][C:15]([OH:17])=[O:16])[CH:11]=[CH:12][CH:13]=2)[CH:5]=[N:4]1. (2) Given the reactants [S:1]1[C:5]([NH2:6])=[N:4][C:3]([NH2:7])=[N:2]1.[O:8]1[C:12]2[CH:13]=[CH:14][C:15]([C:17]3[S:18][CH:19]=[C:20]([C:22](O)=[O:23])[N:21]=3)=[CH:16][C:11]=2[CH2:10][CH2:9]1.CN(C(ON1N=NC2C=CC=CC1=2)=[N+](C)C)C.F[P-](F)(F)(F)(F)F.CCN(C(C)C)C(C)C, predict the reaction product. The product is: [NH2:6][C:5]1[S:1][N:2]=[C:3]([NH:7][C:22]([C:20]2[N:21]=[C:17]([C:15]3[CH:14]=[CH:13][C:12]4[O:8][CH2:9][CH2:10][C:11]=4[CH:16]=3)[S:18][CH:19]=2)=[O:23])[N:4]=1. (3) Given the reactants Br[C:2]1[CH:7]=[CH:6][C:5]([C:8]2[NH:12][C:11]([C@@H:13]3[CH2:17][C@H:16]([F:18])[CH2:15][N:14]3[C:19](=[O:29])[C@@H:20]([NH:24][C:25](=[O:28])[O:26][CH3:27])[CH:21]([CH3:23])[CH3:22])=[N:10][CH:9]=2)=[CH:4][CH:3]=1.[CH3:30][C:31]1([CH3:47])[C:35]([CH3:37])([CH3:36])[O:34][B:33]([B:33]2[O:34][C:35]([CH3:37])([CH3:36])[C:31]([CH3:47])([CH3:30])[O:32]2)[O:32]1.C([O-])(=O)C.[K+], predict the reaction product. The product is: [F:18][C@@H:16]1[CH2:15][N:14]([C:19](=[O:29])[C@@H:20]([NH:24][C:25](=[O:28])[O:26][CH3:27])[CH:21]([CH3:23])[CH3:22])[C@H:13]([C:11]2[NH:12][C:8]([C:5]3[CH:6]=[CH:7][C:2]([B:33]4[O:34][C:35]([CH3:37])([CH3:36])[C:31]([CH3:47])([CH3:30])[O:32]4)=[CH:3][CH:4]=3)=[CH:9][N:10]=2)[CH2:17]1. (4) Given the reactants I[C:2]1[CH:11]=[C:10]2[C:5]([C:6]([C:15]3[CH:20]=[CH:19][CH:18]=[CH:17][CH:16]=3)=[CH:7][C:8]3[N:9]2[CH:12]=[N:13][N:14]=3)=[CH:4][CH:3]=1.[SH:21][C:22]1[CH:23]=[C:24]([CH:28]=[CH:29][CH:30]=1)[C:25]([OH:27])=[O:26].CCN(C(C)C)C(C)C.C1(P(C2C=CC=CC=2)C2C3OC4C(=CC=CC=4P(C4C=CC=CC=4)C4C=CC=CC=4)C(C)(C)C=3C=CC=2)C=CC=CC=1, predict the reaction product. The product is: [C:15]1([C:6]2[C:5]3[C:10](=[CH:11][C:2]([S:21][C:22]4[CH:23]=[C:24]([CH:28]=[CH:29][CH:30]=4)[C:25]([OH:27])=[O:26])=[CH:3][CH:4]=3)[N:9]3[CH:12]=[N:13][N:14]=[C:8]3[CH:7]=2)[CH:20]=[CH:19][CH:18]=[CH:17][CH:16]=1. (5) Given the reactants [OH:1]/[N:2]=[C:3](\[NH2:13])/[C:4]1[CH:9]=[CH:8][C:7]([N+:10]([O-:12])=[O:11])=[CH:6][CH:5]=1.CN1CCOCC1.[CH3:21][C:22]([CH3:28])([CH3:27])[CH2:23][C:24](Cl)=O.[F-].C([N+](CCCC)(CCCC)CCCC)CCC, predict the reaction product. The product is: [CH2:23]([C:24]1[O:1][N:2]=[C:3]([C:4]2[CH:5]=[CH:6][C:7]([N+:10]([O-:12])=[O:11])=[CH:8][CH:9]=2)[N:13]=1)[C:22]([CH3:28])([CH3:27])[CH3:21]. (6) Given the reactants [C:1]([C:3]1[CH:8]=[CH:7][C:6]([C:9]2[N:13]3[CH:14]=[C:15]([C:18]4[CH:39]=[CH:38][C:21]([C:22]([N:24]5[CH2:30][CH2:29][CH2:28][N:27](C(OC(C)(C)C)=O)[CH2:26][CH2:25]5)=[O:23])=[CH:20][CH:19]=4)[CH:16]=[CH:17][C:12]3=[N:11][CH:10]=2)=[CH:5][CH:4]=1)#[N:2].C(O)(C(F)(F)F)=O, predict the reaction product. The product is: [N:24]1([C:22]([C:21]2[CH:20]=[CH:19][C:18]([C:15]3[CH:16]=[CH:17][C:12]4[N:13]([C:9]([C:6]5[CH:5]=[CH:4][C:3]([C:1]#[N:2])=[CH:8][CH:7]=5)=[CH:10][N:11]=4)[CH:14]=3)=[CH:39][CH:38]=2)=[O:23])[CH2:30][CH2:29][CH2:28][NH:27][CH2:26][CH2:25]1. (7) The product is: [CH:13]1([N:18]2[CH2:23][CH2:22][CH:21]([O:24][C:25]3[N:30]=[CH:29][C:28]([C:42]4[CH:41]=[CH:40][C:39]([C:37]([N:32]5[CH2:33][CH2:34][CH2:35][CH2:36]5)=[O:38])=[CH:44][CH:43]=4)=[CH:27][N:26]=3)[CH2:20][CH2:19]2)[CH2:17][CH2:16][CH2:15][CH2:14]1. Given the reactants COCCOC.C(=O)([O-])[O-].[Na+].[Na+].[CH:13]1([N:18]2[CH2:23][CH2:22][CH:21]([O:24][C:25]3[N:30]=[CH:29][C:28](Br)=[CH:27][N:26]=3)[CH2:20][CH2:19]2)[CH2:17][CH2:16][CH2:15][CH2:14]1.[N:32]1([C:37]([C:39]2[CH:44]=[CH:43][C:42](B(O)O)=[CH:41][CH:40]=2)=[O:38])[CH2:36][CH2:35][CH2:34][CH2:33]1, predict the reaction product.